This data is from TCR-epitope binding with 47,182 pairs between 192 epitopes and 23,139 TCRs. The task is: Binary Classification. Given a T-cell receptor sequence (or CDR3 region) and an epitope sequence, predict whether binding occurs between them. (1) The epitope is KLSALGINAV. The TCR CDR3 sequence is CASSLSLGPPYNEQFF. Result: 0 (the TCR does not bind to the epitope). (2) The epitope is VTEHDTLLY. The TCR CDR3 sequence is CASSQDTKGANTEAFF. Result: 1 (the TCR binds to the epitope). (3) The epitope is KLGGALQAK. The TCR CDR3 sequence is CASSSRPADTQYF. Result: 1 (the TCR binds to the epitope).